Predict the reaction yield, written as a fraction of the theoretical maximum amount of product (1.0 means a 100% yield; for example, 0.34 means a 34% yield). From a dataset of Reaction yield outcomes from USPTO patents with 853,638 reactions. (1) The reactants are [C:1]([N:8]1[CH2:13][CH:12]=[CH:11][CH:10]([OH:14])[CH2:9]1)([O:3][C:4]([CH3:7])([CH3:6])[CH3:5])=[O:2].CC(OI1(OC(C)=O)(OC(C)=O)OC(=O)C2C=CC=CC1=2)=O.S([O-])([O-])(=O)=S.[Na+].[Na+]. The catalyst is ClCCl. The product is [C:4]([O:3][C:1]([N:8]1[CH2:13][CH:12]=[CH:11][C:10](=[O:14])[CH2:9]1)=[O:2])([CH3:7])([CH3:5])[CH3:6]. The yield is 0.910. (2) The reactants are [CH2:1]([N:4]1[C:9](=[O:10])[C:8]([Br:11])=[N:7][NH:6][C:5]1=[O:12])[CH:2]=[CH2:3].[C:13]([NH:16][C:17]1[CH:18]=[C:19](B(O)O)[CH:20]=[CH:21][CH:22]=1)(=[O:15])[CH3:14].N1C=CC=CC=1. The catalyst is CN(C=O)C.C([O-])(O)=O.[Na+].C([O-])(=O)C.[Cu+2].C([O-])(=O)C. The product is [CH2:1]([N:4]1[C:9](=[O:10])[C:8]([Br:11])=[N:7][N:6]([C:21]2[CH:22]=[C:17]([NH:16][C:13](=[O:15])[CH3:14])[CH:18]=[CH:19][CH:20]=2)[C:5]1=[O:12])[CH:2]=[CH2:3]. The yield is 0.460. (3) The reactants are [Cl:1][C:2]1[CH:19]=[CH:18][C:17]([Cl:20])=[CH:16][C:3]=1[CH2:4][N:5]1[CH2:10][CH2:9][NH:8][C:7]2[N:11]=[CH:12][C:13](I)=[CH:14][C:6]1=2.[C:21]([O:25][C:26]([N:28]1[CH2:33][CH:32]=[C:31](B2OC(C)(C)C(C)(C)O2)[CH2:30][CH2:29]1)=[O:27])([CH3:24])([CH3:23])[CH3:22]. No catalyst specified. The product is [C:21]([O:25][C:26]([N:28]1[CH2:29][CH:30]=[C:31]([C:13]2[CH:12]=[N:11][C:7]3[NH:8][CH2:9][CH2:10][N:5]([CH2:4][C:3]4[CH:16]=[C:17]([Cl:20])[CH:18]=[CH:19][C:2]=4[Cl:1])[C:6]=3[CH:14]=2)[CH2:32][CH2:33]1)=[O:27])([CH3:24])([CH3:22])[CH3:23]. The yield is 0.350. (4) The reactants are O[Li].O.C([O:7][CH:8]1[C:12]2[N:13]=[CH:14][N:15]=[C:16]([N:17]3[CH2:22][CH2:21][N:20]([C:23]([O:25][C:26]([CH3:29])([CH3:28])[CH3:27])=[O:24])[CH2:19][CH2:18]3)[C:11]=2[C@H:10]([CH3:30])[CH2:9]1)(=O)C.C1COCC1.[NH4+].[Cl-]. The catalyst is O. The product is [OH:7][CH:8]1[C:12]2[N:13]=[CH:14][N:15]=[C:16]([N:17]3[CH2:22][CH2:21][N:20]([C:23]([O:25][C:26]([CH3:29])([CH3:28])[CH3:27])=[O:24])[CH2:19][CH2:18]3)[C:11]=2[C@H:10]([CH3:30])[CH2:9]1. The yield is 0.564. (5) The reactants are [OH:1][C:2]1[CH:10]=[CH:9][C:5]([C:6]([OH:8])=[O:7])=[CH:4][C:3]=1[N+:11]([O-:13])=[O:12].S(=O)(=O)(O)O.[CH3:19]O. No catalyst specified. The product is [OH:1][C:2]1[CH:10]=[CH:9][C:5]([C:6]([O:8][CH3:19])=[O:7])=[CH:4][C:3]=1[N+:11]([O-:13])=[O:12]. The yield is 0.580. (6) The product is [C:14]([Si:1]([C:8]1[CH:13]=[CH:12][CH:11]=[CH:10][CH:9]=1)([C:2]1[CH:3]=[CH:4][CH:5]=[CH:6][CH:7]=1)[O:18][CH2:19][CH2:20][CH:21]1[CH2:24][CH:23]([O:25][CH:27]2[CH2:28][CH2:29][CH2:30][CH2:31][O:26]2)[CH2:22]1)([CH3:17])([CH3:15])[CH3:16]. The yield is 1.05. The catalyst is O1CCCC1. The reactants are [Si:1]([O:18][CH2:19][CH2:20][CH:21]1[CH2:24][CH:23]([OH:25])[CH2:22]1)([C:14]([CH3:17])([CH3:16])[CH3:15])([C:8]1[CH:13]=[CH:12][CH:11]=[CH:10][CH:9]=1)[C:2]1[CH:7]=[CH:6][CH:5]=[CH:4][CH:3]=1.[O:26]1[CH:31]=[CH:30][CH2:29][CH2:28][CH2:27]1.N1C=CC=CC=1.C1(C)C=CC(S(O)(=O)=O)=CC=1.